From a dataset of Catalyst prediction with 721,799 reactions and 888 catalyst types from USPTO. Predict which catalyst facilitates the given reaction. (1) Reactant: N1CCC[C@H]1C(O)=O.[Cl:9][C:10]1[CH:17]=[CH:16][C:13]([CH:14]=O)=[CH:12][CH:11]=1.[CH3:18][C:19]1([CH3:27])[O:26][C:24](=[O:25])[CH2:23][C:21](=[O:22])[O:20]1.CC1NC(C)=C(C(OCC)=O)CC=1C(OCC)=O. Product: [Cl:9][C:10]1[CH:17]=[CH:16][C:13]([CH2:14][CH:23]2[C:24](=[O:25])[O:26][C:19]([CH3:27])([CH3:18])[O:20][C:21]2=[O:22])=[CH:12][CH:11]=1. The catalyst class is: 14. (2) Reactant: [ClH:1].CC1(C)[O:7][C@@H:6]2[CH2:8][CH2:9][C@@H:10]([N:11]3[C:19]4[C:18]([F:20])=[CH:17][N:16]=[C:15]([NH2:21])[C:14]=4[N:13]=[CH:12]3)[C@@H:5]2[O:4]1. Product: [NH2:21][C:15]1[C:14]2[N:13]=[CH:12][N:11]([C@@H:10]3[CH2:9][CH2:8][C@@H:6]([OH:7])[C@H:5]3[OH:4])[C:19]=2[C:18]([F:20])=[CH:17][N:16]=1.[ClH:1]. The catalyst class is: 5. (3) Reactant: [CH3:1][O:2][C:3]1[CH:4]=[C:5]2[CH2:14][CH:13]([CH2:15][CH:16]3[CH2:21][CH2:20][N:19]([CH2:22][C:23]4[CH:24]=[CH:25][CH:26]=[CH:27][CH:28]=4)[CH2:18][CH2:17]3)[C:11](=[O:12])[C:6]2=[CH:7][C:8]=1[O:9][CH3:10].[C:29]([OH:36])(=[O:35])[CH2:30][CH2:31][C:32]([OH:34])=[O:33]. Product: [CH3:1][O:2][C:3]1[CH:4]=[C:5]2[CH2:14][CH:13]([CH2:15][CH:16]3[CH2:17][CH2:18][N:19]([CH2:22][C:23]4[CH:28]=[CH:27][CH:26]=[CH:25][CH:24]=4)[CH2:20][CH2:21]3)[C:11](=[O:12])[C:6]2=[CH:7][C:8]=1[O:9][CH3:10].[C:29]([O-:36])(=[O:35])[CH2:30][CH2:31][C:32]([O-:34])=[O:33]. The catalyst class is: 378. (4) Reactant: [Br:1][C:2]1[CH:7]=[C:6]([CH3:8])[C:5]([N:9]2[C:13]3[N:14]=[C:15]([CH3:19])[N:16]=[C:17](Cl)[C:12]=3[CH:11]([CH3:20])[C:10]2=[O:21])=[C:4]([CH3:22])[CH:3]=1.[NH:23]1[CH2:33][CH2:32][CH:26]([C:27]([O:29][CH2:30][CH3:31])=[O:28])[CH2:25][CH2:24]1.C(N(CC)C(C)C)(C)C. Product: [CH2:30]([O:29][C:27]([CH:26]1[CH2:32][CH2:33][N:23]([C:17]2[C:12]3[CH:11]([CH3:20])[C:10](=[O:21])[N:9]([C:5]4[C:6]([CH3:8])=[CH:7][C:2]([Br:1])=[CH:3][C:4]=4[CH3:22])[C:13]=3[N:14]=[C:15]([CH3:19])[N:16]=2)[CH2:24][CH2:25]1)=[O:28])[CH3:31]. The catalyst class is: 8. (5) Reactant: [CH2:1]([O:3][C:4]([C:6]1[C:7]2[O:14][C:13]([C:15](=[O:26])[NH:16][O:17][CH2:18][C@H:19]3[CH2:23][O:22][C:21]([CH3:25])([CH3:24])[O:20]3)=[C:12]([NH:27][C:28]3[CH:33]=[CH:32][C:31]([Si](C)(C)C)=[CH:30][C:29]=3[F:38])[C:8]=2[CH:9]=[N:10][CH:11]=1)=[O:5])[CH3:2].[I:39]Cl.S([O-])([O-])(=O)=S.[Na+].[Na+]. Product: [CH2:1]([O:3][C:4]([C:6]1[C:7]2[O:14][C:13]([C:15](=[O:26])[NH:16][O:17][CH2:18][C@H:19]3[CH2:23][O:22][C:21]([CH3:25])([CH3:24])[O:20]3)=[C:12]([NH:27][C:28]3[CH:33]=[CH:32][C:31]([I:39])=[CH:30][C:29]=3[F:38])[C:8]=2[CH:9]=[N:10][CH:11]=1)=[O:5])[CH3:2]. The catalyst class is: 4. (6) Reactant: [CH2:1]([O:8][C:9]1[C:14]([N:15](C(OC(C)(C)C)=O)[S:16]([CH3:19])(=[O:18])=[O:17])=[CH:13][N:12]2[N:27]=[C:28]([C:35]3[CH:40]=[CH:39][C:38]([F:41])=[CH:37][CH:36]=3)[C:29]([C:30]([O:32][CH2:33][CH3:34])=[O:31])=[C:11]2[CH:10]=1)[C:2]1[CH:7]=[CH:6][CH:5]=[CH:4][CH:3]=1.FC(F)(F)C(O)=O. Product: [CH2:1]([O:8][C:9]1[C:14]([NH:15][S:16]([CH3:19])(=[O:18])=[O:17])=[CH:13][N:12]2[N:27]=[C:28]([C:35]3[CH:36]=[CH:37][C:38]([F:41])=[CH:39][CH:40]=3)[C:29]([C:30]([O:32][CH2:33][CH3:34])=[O:31])=[C:11]2[CH:10]=1)[C:2]1[CH:7]=[CH:6][CH:5]=[CH:4][CH:3]=1. The catalyst class is: 4.